From a dataset of Full USPTO retrosynthesis dataset with 1.9M reactions from patents (1976-2016). Predict the reactants needed to synthesize the given product. (1) Given the product [CH3:1][O:2][C:3]1[CH:8]=[CH:7][C:6]([S:9]([F:13])(=[O:11])=[O:10])=[CH:5][CH:4]=1, predict the reactants needed to synthesize it. The reactants are: [CH3:1][O:2][C:3]1[CH:8]=[CH:7][C:6]([S:9](Cl)(=[O:11])=[O:10])=[CH:5][CH:4]=1.[F-:13].[K+].[F-].[Ca+2].[F-]. (2) Given the product [CH3:71][CH:66]([O:65][C:58]1[CH:59]=[CH:60][CH:61]=[C:62]2[C:57]=1[N:56]=[C:55]([NH2:54])[CH:64]=[CH:63]2)[CH2:67][CH2:68][CH2:69][O:20][C:21]1[CH:22]=[CH:23][CH:24]=[C:25]2[C:30]=1[N:29]=[C:28]([CH3:31])[CH:27]=[CH:26]2, predict the reactants needed to synthesize it. The reactants are: C1C=CC(P(C2C=CC=CC=2)C2C=CC=CC=2)=CC=1.[OH:20][C:21]1[CH:22]=[CH:23][CH:24]=[C:25]2[C:30]=1[N:29]=[C:28]([CH3:31])[CH:27]=[CH:26]2.C1C=CC(COC(/N=N/C(OCC2C=CC=CC=2)=O)=O)=CC=1.[NH2:54][C:55]1[CH:64]=[CH:63][C:62]2[C:57](=[C:58]([O:65][CH:66]([CH3:71])[CH2:67][CH2:68][CH2:69]O)[CH:59]=[CH:60][CH:61]=2)[N:56]=1.